This data is from Catalyst prediction with 721,799 reactions and 888 catalyst types from USPTO. The task is: Predict which catalyst facilitates the given reaction. (1) Reactant: Cl[C:2]1[N:3]=[C:4]([C:13]([O:15][CH3:16])=[O:14])[C:5]([C:9]([O:11][CH3:12])=[O:10])=[N:6][C:7]=1Cl.[CH3:17][CH:18]([NH2:20])[CH3:19].CCN(C(C)C)C(C)C.Cl.[F:31][C:32]1[CH:44]=[C:43]([F:45])[CH:42]=[CH:41][C:33]=1[O:34][CH:35]1[CH2:40][CH2:39][NH:38][CH2:37][CH2:36]1. Product: [F:31][C:32]1[CH:44]=[C:43]([F:45])[CH:42]=[CH:41][C:33]=1[O:34][CH:35]1[CH2:36][CH2:37][N:38]([C:2]2[N:3]=[C:4]([C:13]([O:15][CH3:16])=[O:14])[C:5]([C:9]([O:11][CH3:12])=[O:10])=[N:6][C:7]=2[NH:20][CH:18]([CH3:19])[CH3:17])[CH2:39][CH2:40]1. The catalyst class is: 887. (2) Reactant: [NH2:1][CH2:2][C:3]1([OH:20])[C:11]2[C:6](=[CH:7][C:8]([O:12][CH2:13][C:14]3[CH:19]=[CH:18][CH:17]=[CH:16][CH:15]=3)=[CH:9][CH:10]=2)[CH2:5][CH2:4]1.CCN(CC)CC.[Cl:28][CH2:29][C:30](Cl)=[O:31]. Product: [CH2:13]([O:12][C:8]1[CH:7]=[C:6]2[C:11](=[CH:10][CH:9]=1)[C:3]([CH2:2][NH:1][C:30](=[O:31])[CH2:29][Cl:28])([OH:20])[CH2:4][CH2:5]2)[C:14]1[CH:15]=[CH:16][CH:17]=[CH:18][CH:19]=1. The catalyst class is: 61.